From a dataset of Catalyst prediction with 721,799 reactions and 888 catalyst types from USPTO. Predict which catalyst facilitates the given reaction. (1) Reactant: C[O:2][C:3](=[O:34])[C:4]1[CH:9]=[CH:8][CH:7]=[C:6]([CH2:10][N:11]2[C:15]([CH3:16])=[C:14]([C:17]3[CH:18]=[CH:19][C:20]4[N:21]([N:23]=[CH:24][N:25]=4)[CH:22]=3)[N:13]([C:26]3[CH:27]=[C:28]([CH3:32])[CH:29]=[CH:30][CH:31]=3)[C:12]2=[O:33])[CH:5]=1.O1CCCC1.[OH-].[Li+]. Product: [N:25]1[CH:24]=[N:23][N:21]2[CH:22]=[C:17]([C:14]3[N:13]([C:26]4[CH:27]=[C:28]([CH3:32])[CH:29]=[CH:30][CH:31]=4)[C:12](=[O:33])[N:11]([CH2:10][C:6]4[CH:5]=[C:4]([CH:9]=[CH:8][CH:7]=4)[C:3]([OH:34])=[O:2])[C:15]=3[CH3:16])[CH:18]=[CH:19][C:20]=12. The catalyst class is: 6. (2) Reactant: [CH3:1][C:2]1[N:6]([CH2:7][C:8](=[O:10])[CH3:9])[N:5]=[C:4]([N+:11]([O-:13])=[O:12])[CH:3]=1.[BH4-].[Na+]. Product: [CH3:1][C:2]1[N:6]([CH2:7][CH:8]([OH:10])[CH3:9])[N:5]=[C:4]([N+:11]([O-:13])=[O:12])[CH:3]=1. The catalyst class is: 8. (3) Reactant: [CH:1]1[CH:10]=[CH:9][CH:8]=[C:7]2[C:2]=1[C:3]1[N:13]3[O:14][CH2:15][CH2:16][CH2:17][C:12]3=[N:11][C:4]=1[CH:5]=[N:6]2.ClC1C=C(C=CC=1)C(OO)=[O:23]. Product: [CH:1]1[CH:10]=[CH:9][CH:8]=[C:7]2[C:2]=1[C:3]1[N:13]3[O:14][CH2:15][CH2:16][CH2:17][C:12]3=[N:11][C:4]=1[CH:5]=[N+:6]2[O-:23]. The catalyst class is: 4. (4) Reactant: C(O[C:6](=O)[N:7]([C@@H:9]([C:20](=[O:35])[N:21]([CH3:34])[C@@H:22]([C:30](=[O:33])[NH:31][CH3:32])[CH2:23][C:24]1[CH:29]=[CH:28][CH:27]=[CH:26][CH:25]=1)[CH2:10][C:11]1[C:12]2[CH:19]=[CH:18][CH:17]=[CH:16][C:13]=2[S:14][CH:15]=1)C)(C)(C)C.FC(F)(F)C(O)=O.O.C(=O)([O-])O.[Na+]. Product: [S:14]1[CH:15]=[C:11]([CH2:10][C@@H:9]([NH:7][CH3:6])[C:20]([N:21]([CH3:34])[C@@H:22]([C:30](=[O:33])[NH:31][CH3:32])[CH2:23][C:24]2[CH:29]=[CH:28][CH:27]=[CH:26][CH:25]=2)=[O:35])[C:12]2[CH:19]=[CH:18][CH:17]=[CH:16][C:13]1=2. The catalyst class is: 2. (5) The catalyst class is: 11. Product: [CH:9]([C:4]1[CH:3]=[C:2]([SH:1])[O:6][C:5]=1[CH:7]=[CH:30][CH3:31])=[CH:11][CH3:12]. Reactant: [SH:1][C:2]1[O:6][C:5]([CH:7]=O)=[C:4]([CH:9]=O)[CH:3]=1.[C:11]1(P(C2C=CC=CC=2)C2C=CC=CC=2)C=CC=C[CH:12]=1.[CH2:30]([Li])[CH2:31]CC.